From a dataset of Peptide-MHC class II binding affinity with 134,281 pairs from IEDB. Regression. Given a peptide amino acid sequence and an MHC pseudo amino acid sequence, predict their binding affinity value. This is MHC class II binding data. (1) The peptide sequence is FRFLTEKGMKNVFDD. The MHC is HLA-DQA10501-DQB10201 with pseudo-sequence HLA-DQA10501-DQB10201. The binding affinity (normalized) is 0.177. (2) The peptide sequence is ESLHNPYPDYHWLRT. The MHC is DRB5_0101 with pseudo-sequence DRB5_0101. The binding affinity (normalized) is 0.218. (3) The binding affinity (normalized) is 0.203. The peptide sequence is VKLVDANGKLHDKKS. The MHC is HLA-DPA10103-DPB10301 with pseudo-sequence HLA-DPA10103-DPB10301. (4) The peptide sequence is INEPTAAAIAYGLDM. The MHC is HLA-DQA10102-DQB10602 with pseudo-sequence HLA-DQA10102-DQB10602. The binding affinity (normalized) is 0.560.